From a dataset of Peptide-MHC class I binding affinity with 185,985 pairs from IEDB/IMGT. Regression. Given a peptide amino acid sequence and an MHC pseudo amino acid sequence, predict their binding affinity value. This is MHC class I binding data. The peptide sequence is MLVAPSYGMR. The MHC is HLA-A68:01 with pseudo-sequence HLA-A68:01. The binding affinity (normalized) is 0.813.